Task: Predict the reactants needed to synthesize the given product.. Dataset: Full USPTO retrosynthesis dataset with 1.9M reactions from patents (1976-2016) Given the product [N+:13]([C:11]1[N:12]=[C:8]2[N:9]([CH:10]=1)[CH2:16][CH2:17][CH:18]([CH2:19][O:20][C:21]1[CH:26]=[CH:25][C:24]([N:27]3[CH2:32][CH2:31][CH:30]([CH2:33][C:34]4[O:35][C:36]5[CH:42]=[CH:41][C:40]([O:43][C:44]([F:47])([F:46])[F:45])=[CH:39][C:37]=5[CH:38]=4)[CH2:29][CH2:28]3)=[CH:23][CH:22]=1)[O:48]2)([O-:15])=[O:14], predict the reactants needed to synthesize it. The reactants are: CC(C)([O-])C.[Na+].Cl[C:8]1[N:9]([CH2:16][CH2:17][CH:18]([OH:48])[CH2:19][O:20][C:21]2[CH:26]=[CH:25][C:24]([N:27]3[CH2:32][CH2:31][CH:30]([CH2:33][C:34]4[O:35][C:36]5[CH:42]=[CH:41][C:40]([O:43][C:44]([F:47])([F:46])[F:45])=[CH:39][C:37]=5[CH:38]=4)[CH2:29][CH2:28]3)=[CH:23][CH:22]=2)[CH:10]=[C:11]([N+:13]([O-:15])=[O:14])[N:12]=1.[Cl-].[NH4+].